From a dataset of Forward reaction prediction with 1.9M reactions from USPTO patents (1976-2016). Predict the product of the given reaction. (1) The product is: [BrH:1].[N+:12]([C:9]1[CH:8]=[CH:7][C:6]([CH2:5][C@@H:4]([C:3]2[N:30]=[C:29]([C:25]3[S:24][CH:28]=[CH:27][CH:26]=3)[S:31][CH:2]=2)[NH2:15])=[CH:11][CH:10]=1)([O-:14])=[O:13]. Given the reactants [Br:1][CH2:2][C:3](=O)[C@@H:4]([NH:15]C(=O)OC(C)(C)C)[CH2:5][C:6]1[CH:11]=[CH:10][C:9]([N+:12]([O-:14])=[O:13])=[CH:8][CH:7]=1.[S:24]1[CH:28]=[CH:27][CH:26]=[C:25]1[C:29](=[S:31])[NH2:30].C(OCC)C, predict the reaction product. (2) Given the reactants N1CCCCC1.[OH:7][C:8]1[CH:9]=[C:10]([CH:15]=[CH:16][C:17]=1[OH:18])[CH:11]=[CH:12][CH:13]=O.[C:19]([CH2:21][C:22]([NH:24][CH2:25][C:26]1[CH:31]=[CH:30][CH:29]=[C:28]([F:32])[CH:27]=1)=[O:23])#[N:20], predict the reaction product. The product is: [F:32][C:28]1[CH:27]=[C:26]([CH:31]=[CH:30][CH:29]=1)[CH2:25][NH:24][C:22](/[C:21](=[CH:13]/[CH:12]=[CH:11]/[C:10]1[CH:15]=[CH:16][C:17]([OH:18])=[C:8]([OH:7])[CH:9]=1)/[C:19]#[N:20])=[O:23]. (3) Given the reactants [Cl:1][C:2]1[CH:7]=[C:6]([Cl:8])[CH:5]=[CH:4][C:3]=1[S:9]([NH:12][C:13]1[CH:14]=[C:15]([C:19]([S:22][C:23]2[CH:28]=[CH:27][C:26]([S:29]([N:32]3[CH2:37][CH2:36][CH2:35][CH2:34][CH2:33]3)(=[O:31])=[O:30])=[CH:25][CH:24]=2)=[CH:20][N:21]=1)[C:16](O)=[O:17])(=[O:11])=[O:10].Cl.[CH3:39][NH:40][O:41][CH3:42].CN(C(ON1N=NC2C=CC=CC1=2)=[N+](C)C)C.[B-](F)(F)(F)F.CCN(C(C)C)C(C)C, predict the reaction product. The product is: [Cl:1][C:2]1[CH:7]=[C:6]([Cl:8])[CH:5]=[CH:4][C:3]=1[S:9]([NH:12][C:13]1[CH:14]=[C:15]([C:19]([S:22][C:23]2[CH:28]=[CH:27][C:26]([S:29]([N:32]3[CH2:37][CH2:36][CH2:35][CH2:34][CH2:33]3)(=[O:30])=[O:31])=[CH:25][CH:24]=2)=[CH:20][N:21]=1)[C:16]([N:40]([O:41][CH3:42])[CH3:39])=[O:17])(=[O:11])=[O:10]. (4) Given the reactants [S:1]([C:5]1[CH:6]=[C:7]([CH:11]=[CH:12][CH:13]=1)[C:8]([OH:10])=[O:9])([OH:4])(=[O:3])=O.C(=O)([O-])[O-].[K+].[K+].[CH2:20](I)[CH:21]([CH3:23])[CH3:22], predict the reaction product. The product is: [CH3:20][CH:21]([CH3:23])[CH2:22][S:1]([C:5]1[CH:6]=[C:7]([CH:11]=[CH:12][CH:13]=1)[C:8]([OH:10])=[O:9])(=[O:3])=[O:4]. (5) Given the reactants CC[O-].[Na+].[N:5]1([C:10]2[CH:15]=[CH:14][C:13]([CH2:16][C:17]([O:19][CH2:20][CH3:21])=[O:18])=[CH:12][CH:11]=2)[CH:9]=[CH:8][N:7]=[N:6]1.[O:22]1[CH2:27][CH2:26][CH:25]([CH:28]=O)[CH2:24][CH2:23]1.CC(O)=O, predict the reaction product. The product is: [O:22]1[CH2:27][CH2:26][CH:25]([CH:28]=[C:16]([C:13]2[CH:12]=[CH:11][C:10]([N:5]3[CH:9]=[CH:8][N:7]=[N:6]3)=[CH:15][CH:14]=2)[C:17]([O:19][CH2:20][CH3:21])=[O:18])[CH2:24][CH2:23]1. (6) Given the reactants [Br:1][C:2]1[CH:3]=[C:4]2[C:8](=[CH:9][CH:10]=1)[NH:7][C:6](=[O:11])[CH2:5]2.[NH:12]1[C:16]2[CH:17]=[CH:18][C:19]([CH:21]=O)=[CH:20][C:15]=2[N:14]=[N:13]1, predict the reaction product. The product is: [NH:12]1[C:16]2[CH:17]=[CH:18][C:19](/[CH:21]=[C:5]3/[C:6](=[O:11])[NH:7][C:8]4[C:4]/3=[CH:3][C:2]([Br:1])=[CH:10][CH:9]=4)=[CH:20][C:15]=2[N:14]=[N:13]1.